From a dataset of Reaction yield outcomes from USPTO patents with 853,638 reactions. Predict the reaction yield, written as a fraction of the theoretical maximum amount of product (1.0 means a 100% yield; for example, 0.34 means a 34% yield). The reactants are [Br:1][C:2]1[CH:7]=[CH:6][CH:5]=[C:4]([Br:8])[C:3]=1[F:9].[B:10]1([B:10]2[O:14][C:13]([CH3:16])([CH3:15])[C:12]([CH3:18])([CH3:17])[O:11]2)[O:14][C:13]([CH3:16])([CH3:15])[C:12]([CH3:18])([CH3:17])[O:11]1.CC(=O)OCC. The catalyst is CCCCCCC.[Ir].C1CCC=CCCC=1.C(C1C=CC=C(C(C)C)C=1N=CC1C=CC=CN=1)(C)C. The product is [Br:1][C:2]1[CH:7]=[C:6]([B:10]2[O:14][C:13]([CH3:16])([CH3:15])[C:12]([CH3:18])([CH3:17])[O:11]2)[CH:5]=[C:4]([Br:8])[C:3]=1[F:9]. The yield is 0.490.